This data is from Forward reaction prediction with 1.9M reactions from USPTO patents (1976-2016). The task is: Predict the product of the given reaction. Given the reactants [CH2:1]([O:8][C:9]1[CH:10]=[CH:11][C:12]2[C:16]([CH:17]=1)=[N:15][N:14]([CH2:18][O:19][CH2:20][CH2:21][Si:22]([CH3:25])([CH3:24])[CH3:23])[C:13]=2I)[C:2]1[CH:7]=[CH:6][CH:5]=[CH:4][CH:3]=1.C([Li])CCC.[C:32](=[O:34])=[O:33].Cl, predict the reaction product. The product is: [CH2:1]([O:8][C:9]1[CH:10]=[CH:11][C:12]2[C:16]([CH:17]=1)=[N:15][N:14]([CH2:18][O:19][CH2:20][CH2:21][Si:22]([CH3:25])([CH3:24])[CH3:23])[C:13]=2[C:32]([OH:34])=[O:33])[C:2]1[CH:7]=[CH:6][CH:5]=[CH:4][CH:3]=1.